Predict the reaction yield, written as a fraction of the theoretical maximum amount of product (1.0 means a 100% yield; for example, 0.34 means a 34% yield). From a dataset of Reaction yield outcomes from USPTO patents with 853,638 reactions. (1) The reactants are [H-].[Na+].[C:3]([O:7][C:8](=[O:35])[CH2:9][CH2:10][C:11]1[CH:16]=[CH:15][C:14]([C:17]([N:19]2[CH2:28][C:27]3[CH:26]=[N:25][N:24]([CH3:29])[C:23]=3[NH:22][C:21]3[CH:30]=[CH:31][CH:32]=[CH:33][C:20]2=3)=[O:18])=[CH:13][C:12]=1[CH3:34])([CH3:6])([CH3:5])[CH3:4].CI.[CH3:38]COC(C)=O. The catalyst is CN(C=O)C. The product is [C:3]([O:7][C:8](=[O:35])[CH2:9][CH2:10][C:11]1[CH:16]=[CH:15][C:14]([C:17]([N:19]2[CH2:28][C:27]3[CH:26]=[N:25][N:24]([CH3:29])[C:23]=3[N:22]([CH3:38])[C:21]3[CH:30]=[CH:31][CH:32]=[CH:33][C:20]2=3)=[O:18])=[CH:13][C:12]=1[CH3:34])([CH3:6])([CH3:5])[CH3:4]. The yield is 0.360. (2) The reactants are [CH2:1]([CH:8]1[CH2:13][CH2:12][N:11]([CH2:14][CH2:15][CH2:16][N:17]=[N+]=[N-])[CH2:10][CH2:9]1)[C:2]1[CH:7]=[CH:6][CH:5]=[CH:4][CH:3]=1. The catalyst is CO.[Pd]. The product is [CH2:1]([CH:8]1[CH2:9][CH2:10][N:11]([CH2:14][CH2:15][CH2:16][NH2:17])[CH2:12][CH2:13]1)[C:2]1[CH:7]=[CH:6][CH:5]=[CH:4][CH:3]=1. The yield is 0.600. (3) The reactants are [N+:1]([C:4]1[CH:21]=[CH:20][C:7]([O:8][C:9]2[CH:10]=[C:11]3[C:15](=[CH:16][CH:17]=2)[C:14](=[O:18])[NH:13][C:12]3=[O:19])=[CH:6][CH:5]=1)([O-:3])=[O:2].[H-].[Na+].[CH3:24]I.O. The catalyst is CN(C=O)C. The product is [N+:1]([C:4]1[CH:21]=[CH:20][C:7]([O:8][C:9]2[CH:10]=[C:11]3[C:15](=[CH:16][CH:17]=2)[C:14](=[O:18])[N:13]([CH3:24])[C:12]3=[O:19])=[CH:6][CH:5]=1)([O-:3])=[O:2]. The yield is 0.830.